From a dataset of Peptide-MHC class I binding affinity with 185,985 pairs from IEDB/IMGT. Regression. Given a peptide amino acid sequence and an MHC pseudo amino acid sequence, predict their binding affinity value. This is MHC class I binding data. (1) The binding affinity (normalized) is 0.0847. The peptide sequence is ISDYDYYRY. The MHC is HLA-A03:01 with pseudo-sequence HLA-A03:01. (2) The MHC is HLA-B18:01 with pseudo-sequence HLA-B18:01. The peptide sequence is IVRTNRNEL. The binding affinity (normalized) is 0.272. (3) The peptide sequence is ELTNKKYRCM. The MHC is HLA-A02:01 with pseudo-sequence HLA-A02:01. The binding affinity (normalized) is 0.